From a dataset of Reaction yield outcomes from USPTO patents with 853,638 reactions. Predict the reaction yield, written as a fraction of the theoretical maximum amount of product (1.0 means a 100% yield; for example, 0.34 means a 34% yield). The reactants are [F:1][C:2]1[CH:7]=[CH:6][C:5]([CH2:8][OH:9])=[CH:4][CH:3]=1.N1C=CN=C1.[C:15]([Si:19](Cl)([CH3:21])[CH3:20])([CH3:18])([CH3:17])[CH3:16]. The catalyst is CN(C=O)C. The product is [C:15]([Si:19]([O:9][CH2:8][C:5]1[CH:6]=[CH:7][C:2]([F:1])=[CH:3][CH:4]=1)([CH3:21])[CH3:20])([CH3:18])([CH3:17])[CH3:16]. The yield is 0.990.